Dataset: Reaction yield outcomes from USPTO patents with 853,638 reactions. Task: Predict the reaction yield, written as a fraction of the theoretical maximum amount of product (1.0 means a 100% yield; for example, 0.34 means a 34% yield). The reactants are Cl.[Cl:2][C:3]1[C:4]([N:9]2[CH2:14][CH2:13][N:12]([CH2:15][CH2:16][NH:17][CH3:18])[CH2:11][CH2:10]2)=[N:5][CH:6]=[CH:7][N:8]=1.C(N(CC)CC)C.[CH3:26][N:27]1[CH:31]=[C:30]([S:32](Cl)(=[O:34])=[O:33])[CH:29]=[N:28]1.CC(C)=O. The catalyst is ClCCl. The product is [Cl:2][C:3]1[C:4]([N:9]2[CH2:10][CH2:11][N:12]([CH2:15][CH2:16][N:17]([CH3:18])[S:32]([C:30]3[CH:29]=[N:28][N:27]([CH3:26])[CH:31]=3)(=[O:34])=[O:33])[CH2:13][CH2:14]2)=[N:5][CH:6]=[CH:7][N:8]=1. The yield is 0.970.